Dataset: Peptide-MHC class I binding affinity with 185,985 pairs from IEDB/IMGT. Task: Regression. Given a peptide amino acid sequence and an MHC pseudo amino acid sequence, predict their binding affinity value. This is MHC class I binding data. (1) The binding affinity (normalized) is 0.198. The MHC is HLA-B44:02 with pseudo-sequence HLA-B44:02. The peptide sequence is TSTLQEQIGW. (2) The peptide sequence is KLWASQIY. The MHC is HLA-B54:01 with pseudo-sequence HLA-B54:01. The binding affinity (normalized) is 0. (3) The peptide sequence is ETVNFVPNY. The MHC is HLA-A11:01 with pseudo-sequence HLA-A11:01. The binding affinity (normalized) is 0.0847. (4) The peptide sequence is HSNLNDATY. The MHC is HLA-B07:02 with pseudo-sequence HLA-B07:02. The binding affinity (normalized) is 0.0847. (5) The peptide sequence is ISYTYNDNW. The MHC is HLA-A26:01 with pseudo-sequence HLA-A26:01. The binding affinity (normalized) is 0.0847. (6) The peptide sequence is AVPQSFQV. The MHC is Mamu-A01 with pseudo-sequence Mamu-A01. The binding affinity (normalized) is 0.787. (7) The peptide sequence is IENLEYTVVV. The MHC is HLA-B40:01 with pseudo-sequence HLA-B40:01. The binding affinity (normalized) is 0.532.